Predict the reactants needed to synthesize the given product. From a dataset of Full USPTO retrosynthesis dataset with 1.9M reactions from patents (1976-2016). (1) Given the product [N+:18](/[C:21](/[CH3:22])=[CH:1]\[C:3]1[CH:4]=[C:5]([CH:10]=[CH:11][CH:12]=1)[C:6]([O:8][CH3:9])=[O:7])([O-:20])=[O:19], predict the reactants needed to synthesize it. The reactants are: [CH:1]([C:3]1[CH:4]=[C:5]([CH:10]=[CH:11][CH:12]=1)[C:6]([O:8][CH3:9])=[O:7])=O.C([O-])(=O)C.[NH4+].[N+:18]([CH2:21][CH3:22])([O-:20])=[O:19]. (2) Given the product [Cl:1][C:2]1[C:10]([Cl:11])=[CH:9][CH:8]=[CH:7][C:3]=1[C:4]([NH:21][CH2:20][CH:19]([C:16]1[CH:15]=[CH:14][C:13]([Cl:12])=[CH:18][CH:17]=1)[N:22]1[CH2:26][CH2:25][CH2:24][CH2:23]1)=[O:6], predict the reactants needed to synthesize it. The reactants are: [Cl:1][C:2]1[C:10]([Cl:11])=[CH:9][CH:8]=[CH:7][C:3]=1[C:4]([OH:6])=O.[Cl:12][C:13]1[CH:18]=[CH:17][C:16]([CH:19]([N:22]2[CH2:26][CH2:25][CH2:24][CH2:23]2)[CH2:20][NH2:21])=[CH:15][CH:14]=1. (3) Given the product [Cl:1][C:2]1[CH:3]=[C:4]([CH:20]=[CH:21][CH:22]=1)[CH2:5][NH:6][C:7]([C:8]1[CH:13]=[CH:12][C:11]2[C:10]([CH:9]=1)=[N:16][N:23]([CH2:24][CH:25]([N:30]1[CH2:34][CH2:33][O:32][C:31]1=[O:35])[CH2:26][CH:27]([CH3:29])[CH3:28])[CH:14]=2)=[O:19], predict the reactants needed to synthesize it. The reactants are: [Cl:1][C:2]1[CH:3]=[C:4]([CH:20]=[CH:21][CH:22]=1)[CH2:5][NH:6][C:7](=[O:19])[C:8]1[CH:13]=[CH:12][C:11]([CH:14]=O)=[C:10]([N+:16]([O-])=O)[CH:9]=1.[NH2:23][CH2:24][CH:25]([N:30]1[CH2:34][CH2:33][O:32][C:31]1=[O:35])[CH2:26][CH:27]([CH3:29])[CH3:28].N1C2C(=CC=CC=2)C=N1. (4) Given the product [Cl:32][C:33]1[CH:34]=[C:35]([CH:36]=[CH:37][CH:38]=1)[O:39][C:15]1[CH:16]=[N:17][C:10]2[N:9]([CH3:30])[C:8](=[O:31])[N:7]([CH2:6][CH2:5][CH2:4][OH:3])[C:12](=[O:13])[C:11]=2[C:14]=1[CH2:19][C:20]1[CH:21]=[N:22][C:23]([C:26]([F:28])([F:29])[F:27])=[CH:24][CH:25]=1, predict the reactants needed to synthesize it. The reactants are: C([O:3][CH2:4][CH2:5][CH2:6][N:7]1[C:12](=[O:13])[C:11]2[C:14]([CH2:19][C:20]3[CH:21]=[N:22][C:23]([C:26]([F:29])([F:28])[F:27])=[CH:24][CH:25]=3)=[C:15](Br)[CH:16]=[N:17][C:10]=2[N:9]([CH3:30])[C:8]1=[O:31])=O.[Cl:32][C:33]1[CH:34]=[C:35]([OH:39])[CH:36]=[CH:37][CH:38]=1.C([O-])([O-])=O.[Cs+].[Cs+].CN(C)CC(O)=O. (5) Given the product [OH:25][C:21]1[CH:20]=[C:19]([C:8]2[CH2:9][CH2:10][CH2:11][C:12]3[CH:17]=[C:16]([OH:18])[CH:15]=[CH:14][C:13]=3[C:7]=2[CH2:6][CH2:5][CH2:4][CH2:3][CH2:2][N:27]([CH3:26])[CH2:28][CH2:29][CH2:30][CH2:31][S:32]([CH2:35][CH2:36][CH2:37][C:38]([F:44])([F:43])[C:39]([F:40])([F:41])[F:42])(=[O:34])=[O:33])[CH:24]=[CH:23][CH:22]=1, predict the reactants needed to synthesize it. The reactants are: Br[CH2:2][CH2:3][CH2:4][CH2:5][CH2:6][C:7]1[C:13]2[CH:14]=[CH:15][C:16]([OH:18])=[CH:17][C:12]=2[CH2:11][CH2:10][CH2:9][C:8]=1[C:19]1[CH:24]=[CH:23][CH:22]=[C:21]([OH:25])[CH:20]=1.[CH3:26][NH:27][CH2:28][CH2:29][CH2:30][CH2:31][S:32]([CH2:35][CH2:36][CH2:37][C:38]([F:44])([F:43])[C:39]([F:42])([F:41])[F:40])(=[O:34])=[O:33]. (6) Given the product [F:18][C:19]1[CH:26]=[CH:25][C:24]([F:27])=[CH:23][C:20]=1[CH2:21][N:12]1[C:13]([CH3:17])([CH3:16])[C:14](=[O:15])[N:11]1[CH:2]1[CH:3]2[CH2:4][CH:5]3[CH2:6][CH:7]([CH2:8][CH:1]1[CH2:10]3)[CH2:9]2, predict the reactants needed to synthesize it. The reactants are: [CH:1]12[CH2:10][CH:5]3[CH2:6][CH:7]([CH2:9][CH:3]([CH2:4]3)[CH:2]1[N:11]1[C:14](=[O:15])[C:13]([CH3:17])([CH3:16])[NH:12]1)[CH2:8]2.[F:18][C:19]1[CH:26]=[CH:25][C:24]([F:27])=[CH:23][C:20]=1[CH2:21]Br. (7) The reactants are: I[C:2]1[CH:15]=[C:14]2[C:5]([O:6][C:7]3[C:8]([C:16]4[CH:21]=[C:20]([N:22]5[CH2:27][CH2:26][O:25][CH2:24][CH2:23]5)[CH:19]=[C:18]([O:28][CH2:29][C:30]5[CH:35]=[CH:34][C:33]([O:36][CH3:37])=[CH:32][CH:31]=5)[N:17]=4)=[CH:9][CH:10]=[CH:11][C:12]=3[CH2:13]2)=[CH:4][CH:3]=1.[NH2:38][CH:39]([C:53]1[CH:58]=[CH:57][C:56]([CH3:59])=[CH:55][N:54]=1)[C@@H:40]1[O:45][CH2:44][CH2:43][N:42]([C:46]([O:48][C:49]([CH3:52])([CH3:51])[CH3:50])=[O:47])[CH2:41]1.C(=O)([O-])[O-].[Cs+].[Cs+].C(C1CCCCC1=O)(=O)C(C)C. Given the product [CH3:37][O:36][C:33]1[CH:32]=[CH:31][C:30]([CH2:29][O:28][C:18]2[N:17]=[C:16]([C:8]3[CH:9]=[CH:10][CH:11]=[C:12]4[C:7]=3[O:6][C:5]3[CH:4]=[CH:3][C:2]([NH:38][CH:39]([C:53]5[CH:58]=[CH:57][C:56]([CH3:59])=[CH:55][N:54]=5)[C@@H:40]5[O:45][CH2:44][CH2:43][N:42]([C:46]([O:48][C:49]([CH3:52])([CH3:51])[CH3:50])=[O:47])[CH2:41]5)=[CH:15][C:14]=3[CH2:13]4)[CH:21]=[C:20]([N:22]3[CH2:27][CH2:26][O:25][CH2:24][CH2:23]3)[CH:19]=2)=[CH:35][CH:34]=1, predict the reactants needed to synthesize it. (8) Given the product [CH3:30][O:29][CH2:28][O:27][C:23]1[CH:22]=[C:21]([C:9]2[N:10]=[C:11]([N:15]3[CH2:20][CH2:19][O:18][CH2:17][CH2:16]3)[C:12]3[N:13]=[CH:14][C:5]([CH2:4][N:1]4[CH:40]=[C:39]([CH2:38][OH:41])[N:3]=[N:2]4)=[CH:6][C:7]=3[N:8]=2)[CH:26]=[CH:25][CH:24]=1, predict the reactants needed to synthesize it. The reactants are: [N:1]([CH2:4][C:5]1[CH:14]=[N:13][C:12]2[C:11]([N:15]3[CH2:20][CH2:19][O:18][CH2:17][CH2:16]3)=[N:10][C:9]([C:21]3[CH:26]=[CH:25][CH:24]=[C:23]([O:27][CH2:28][O:29][CH3:30])[CH:22]=3)=[N:8][C:7]=2[CH:6]=1)=[N+:2]=[N-:3].C(N(CC)CC)C.[CH2:38]([OH:41])[C:39]#[CH:40]. (9) Given the product [C:1]([O:5][C:6]([N:8]1[CH2:13][CH2:12][CH:11]([CH2:14][N:15]([C:22](=[O:24])[CH3:23])[CH3:17])[CH2:10][CH2:9]1)=[O:7])([CH3:4])([CH3:3])[CH3:2], predict the reactants needed to synthesize it. The reactants are: [C:1]([O:5][C:6]([N:8]1[CH2:13][CH2:12][CH:11]([CH2:14][NH2:15])[CH2:10][CH2:9]1)=[O:7])([CH3:4])([CH3:3])[CH3:2].N1C=CC=C[CH:17]=1.[C:22](Cl)(=[O:24])[CH3:23].O. (10) The reactants are: [CH3:1][N:2]([CH2:4][CH:5]1[CH2:11][CH2:10][CH2:9][CH2:8][CH2:7][C:6]1=[O:12])[CH3:3].[Mg].[Cl:14][C:15]1[CH:22]=[CH:21][C:18]([CH2:19]Cl)=[CH:17][CH:16]=1.[Cl-].[NH4+]. Given the product [Cl:14][C:15]1[CH:22]=[CH:21][C:18]([CH2:19][C:6]2([OH:12])[CH2:7][CH2:8][CH2:9][CH2:10][CH2:11][CH:5]2[CH2:4][N:2]([CH3:1])[CH3:3])=[CH:17][CH:16]=1, predict the reactants needed to synthesize it.